This data is from Full USPTO retrosynthesis dataset with 1.9M reactions from patents (1976-2016). The task is: Predict the reactants needed to synthesize the given product. (1) Given the product [CH3:1][O:2][C:3]1[CH:4]=[C:5]2[C:9](=[CH:10][CH:11]=1)[NH:8][CH:7]=[C:6]2[CH:13]([N:20]([CH3:22])[CH3:21])[C:14]1[CH:19]=[CH:18][CH:17]=[CH:16][CH:15]=1, predict the reactants needed to synthesize it. The reactants are: [CH3:1][O:2][C:3]1[CH:4]=[C:5]2[C:9](=[CH:10][CH:11]=1)[NH:8][CH:7]=[CH:6]2.[Cl-].[CH:13](=[N+:20]([CH3:22])[CH3:21])[C:14]1[CH:19]=[CH:18][CH:17]=[CH:16][CH:15]=1. (2) The reactants are: Br[C:2]1[S:6][C:5]2[C:7](=[O:19])[C:8]([CH3:18])([CH3:17])[CH:9]([C:10]3[CH:15]=[CH:14][C:13]([Cl:16])=[CH:12][CH:11]=3)[C:4]=2[CH:3]=1.[N:20]1[CH:25]=[CH:24][C:23](B(O)O)=[CH:22][CH:21]=1.C(=O)([O-])[O-].[Cs+].[Cs+]. Given the product [Cl:16][C:13]1[CH:14]=[CH:15][C:10]([CH:9]2[C:4]3[CH:3]=[C:2]([C:23]4[CH:24]=[CH:25][N:20]=[CH:21][CH:22]=4)[S:6][C:5]=3[C:7](=[O:19])[C:8]2([CH3:18])[CH3:17])=[CH:11][CH:12]=1, predict the reactants needed to synthesize it. (3) Given the product [CH3:20][N:18]1[CH:19]=[C:15]([N:14]2[C:5]3[C:4]4[CH:3]=[C:2]([C:34]5[CH:35]=[C:30]([N:25]([CH3:24])[S:26]([CH3:29])(=[O:27])=[O:28])[C:31]([CH3:45])=[N:32][CH:33]=5)[CH:11]=[CH:10][C:9]=4[N:8]=[CH:7][C:6]=3[N:12]([CH3:23])[C:13]2=[O:22])[C:16]([CH3:21])=[N:17]1, predict the reactants needed to synthesize it. The reactants are: Br[C:2]1[CH:11]=[CH:10][C:9]2[N:8]=[CH:7][C:6]3[N:12]([CH3:23])[C:13](=[O:22])[N:14]([C:15]4[C:16]([CH3:21])=[N:17][N:18]([CH3:20])[CH:19]=4)[C:5]=3[C:4]=2[CH:3]=1.[CH3:24][N:25]([C:30]1[C:31]([CH3:45])=[N:32][CH:33]=[C:34](B2OC(C)(C)C(C)(C)O2)[CH:35]=1)[S:26]([CH3:29])(=[O:28])=[O:27]. (4) Given the product [C:1]1([S:7][C:8]2[CH:9]=[N:10][C:11]([CH2:14][NH:15][C:23](=[O:24])[O:25][C:26]([CH3:29])([CH3:28])[CH3:27])=[N:12][CH:13]=2)[CH:2]=[CH:3][CH:4]=[CH:5][CH:6]=1, predict the reactants needed to synthesize it. The reactants are: [C:1]1([S:7][C:8]2[CH:9]=[N:10][C:11]([CH2:14][NH2:15])=[N:12][CH:13]=2)[CH:6]=[CH:5][CH:4]=[CH:3][CH:2]=1.C(N(CC)CC)C.[C:23](O[C:23]([O:25][C:26]([CH3:29])([CH3:28])[CH3:27])=[O:24])([O:25][C:26]([CH3:29])([CH3:28])[CH3:27])=[O:24]. (5) Given the product [C:1]([O:5][C@@H:6]([C:11]1[C:16]([CH3:17])=[CH:15][CH:14]=[C:13]([O:18][S:38]([C:37]([F:50])([F:49])[F:36])(=[O:40])=[O:39])[C:12]=1[C:19]1[CH:20]=[CH:21][C:22]2[O:27][CH2:26][CH2:25][CH2:24][C:23]=2[CH:28]=1)[C:7]([O:9][CH3:10])=[O:8])([CH3:4])([CH3:2])[CH3:3], predict the reactants needed to synthesize it. The reactants are: [C:1]([O:5][C@@H:6]([C:11]1[C:16]([CH3:17])=[CH:15][CH:14]=[C:13]([OH:18])[C:12]=1[C:19]1[CH:20]=[CH:21][C:22]2[O:27][CH2:26][CH2:25][CH2:24][C:23]=2[CH:28]=1)[C:7]([O:9][CH3:10])=[O:8])([CH3:4])([CH3:3])[CH3:2].C(N(CC)CC)C.[F:36][C:37]([F:50])([F:49])[S:38](O[S:38]([C:37]([F:50])([F:49])[F:36])(=[O:40])=[O:39])(=[O:40])=[O:39].O. (6) Given the product [F:1][C:2]1[CH:7]=[CH:6][C:5]([C:8]2[N:21]([CH2:23][C:24]3[CH:25]=[C:26]([CH:29]=[CH:30][CH:31]=3)[C:27]#[N:28])[N:22]=[C:10]([CH3:11])[CH:9]=2)=[CH:4][CH:3]=1, predict the reactants needed to synthesize it. The reactants are: [F:1][C:2]1[CH:7]=[CH:6][C:5]([C:8](=O)[CH2:9][C:10](=O)[CH3:11])=[CH:4][CH:3]=1.FC(F)(F)C(O)=O.[NH:21]([CH2:23][C:24]1[CH:25]=[C:26]([CH:29]=[CH:30][CH:31]=1)[C:27]#[N:28])[NH2:22].C(N(CC)CC)C.FC(F)(F)C(O)=O.